The task is: Predict the product of the given reaction.. This data is from Forward reaction prediction with 1.9M reactions from USPTO patents (1976-2016). (1) Given the reactants [OH-].[Na+].[CH3:3][C:4]1([CH3:39])[C:12]2[C:7](=[CH:8][CH:9]=[C:10]([C:13]3[CH:18]=[CH:17][C:16]([C:19]([F:22])([F:21])[F:20])=[CH:15][CH:14]=3)[CH:11]=2)[N:6]([CH2:23][CH2:24][O:25][C:26]2[CH:31]=[CH:30][C:29]([CH2:32][C:33]([O:35]CC)=[O:34])=[CH:28][C:27]=2[F:38])[CH2:5]1.[ClH:40], predict the reaction product. The product is: [ClH:40].[CH3:3][C:4]1([CH3:39])[C:12]2[C:7](=[CH:8][CH:9]=[C:10]([C:13]3[CH:18]=[CH:17][C:16]([C:19]([F:20])([F:22])[F:21])=[CH:15][CH:14]=3)[CH:11]=2)[N:6]([CH2:23][CH2:24][O:25][C:26]2[CH:31]=[CH:30][C:29]([CH2:32][C:33]([OH:35])=[O:34])=[CH:28][C:27]=2[F:38])[CH2:5]1. (2) Given the reactants [C:1]1([C:7]2[C:11]([CH2:12][CH2:13][CH2:14][OH:15])=[CH:10][N:9]([C:16]3[CH:21]=[CH:20][C:19]([C:22]([F:25])([F:24])[F:23])=[CH:18][N:17]=3)[N:8]=2)[CH:6]=[CH:5][CH:4]=[CH:3][CH:2]=1.O[C:27]1[CH:32]=[CH:31][CH:30]=[CH:29][C:28]=1[CH2:33][C:34]([O:36]C)=[O:35].C(P(CCCC)CCCC)CCC.N(C(N1CCCCC1)=O)=NC(N1CCCCC1)=O, predict the reaction product. The product is: [C:1]1([C:7]2[C:11]([CH2:12][CH2:13][CH2:14][O:15][C:27]3[CH:32]=[CH:31][CH:30]=[CH:29][C:28]=3[CH2:33][C:34]([OH:36])=[O:35])=[CH:10][N:9]([C:16]3[CH:21]=[CH:20][C:19]([C:22]([F:24])([F:23])[F:25])=[CH:18][N:17]=3)[N:8]=2)[CH:2]=[CH:3][CH:4]=[CH:5][CH:6]=1. (3) Given the reactants [Br:1][C:2]1[C:3](=[O:8])[CH2:4][CH2:5][C:6]=1[OH:7].[CH:9](OC)(OC)OC, predict the reaction product. The product is: [Br:1][C:2]1[C:6](=[O:7])[CH2:5][CH2:4][C:3]=1[O:8][CH3:9]. (4) Given the reactants [CH:1]([NH:4][CH2:5][CH2:6][OH:7])([CH3:3])[CH3:2].[Br:8][C:9]1[CH:10]=[C:11]([CH:15]=[CH:16][CH:17]=1)[C:12](Cl)=[O:13], predict the reaction product. The product is: [Br:8][C:9]1[CH:10]=[C:11]([CH:15]=[CH:16][CH:17]=1)[C:12]([N:4]([CH2:5][CH2:6][OH:7])[CH:1]([CH3:3])[CH3:2])=[O:13].